Dataset: Forward reaction prediction with 1.9M reactions from USPTO patents (1976-2016). Task: Predict the product of the given reaction. (1) Given the reactants N#N.C[O:4][C:5]1[CH:10]=[C:9]([O:11]C)[CH:8]=[CH:7][C:6]=1[CH2:13][C:14]([NH:16][C:17]1[CH:22]=[CH:21][C:20]([C:23]2[O:27][C:26]([CH3:28])=[C:25]([C:29]([OH:31])=[O:30])[CH:24]=2)=[CH:19][CH:18]=1)=[O:15].B(Br)(Br)Br, predict the reaction product. The product is: [OH:4][C:5]1[CH:10]=[C:9]([OH:11])[CH:8]=[CH:7][C:6]=1[CH2:13][C:14]([NH:16][C:17]1[CH:22]=[CH:21][C:20]([C:23]2[O:27][C:26]([CH3:28])=[C:25]([C:29]([OH:31])=[O:30])[CH:24]=2)=[CH:19][CH:18]=1)=[O:15]. (2) Given the reactants [F:1][C:2]1[CH:9]=[C:8]([N:10]2[C:18]3[CH2:17][C:16]([CH3:20])([CH3:19])[CH2:15][C:14](=[O:21])[C:13]=3[C:12]([CH3:22])=[N:11]2)[CH:7]=[C:6](F)[C:3]=1[C:4]#[N:5].[NH2:24][C@H:25]1[CH2:30][CH2:29][CH2:28][CH2:27][C@@H:26]1[NH2:31].CCN(C(C)C)C(C)C.[OH-:41].[Na+].OO, predict the reaction product. The product is: [NH2:24][C@H:25]1[CH2:30][CH2:29][CH2:28][CH2:27][C@@H:26]1[NH:31][C:6]1[CH:7]=[C:8]([N:10]2[C:18]3[CH2:17][C:16]([CH3:19])([CH3:20])[CH2:15][C:14](=[O:21])[C:13]=3[C:12]([CH3:22])=[N:11]2)[CH:9]=[C:2]([F:1])[C:3]=1[C:4]([NH2:5])=[O:41]. (3) The product is: [Br:28][C:25]1[CH:26]=[CH:27][C:22]([C:16]([N:11]2[C:12]3[C:8](=[C:7]([NH:6][S:2]([CH3:1])(=[O:4])=[O:3])[CH:15]=[CH:14][CH:13]=3)[CH:9]=[N:10]2)([CH2:20][CH3:21])[CH:17]([OH:19])[CH3:18])=[CH:23][CH:24]=1. Given the reactants [CH3:1][S:2](Cl)(=[O:4])=[O:3].[NH2:6][C:7]1[CH:15]=[CH:14][CH:13]=[C:12]2[C:8]=1[CH:9]=[N:10][N:11]2[C:16]([C:22]1[CH:27]=[CH:26][C:25]([Br:28])=[CH:24][CH:23]=1)([CH2:20][CH3:21])[CH:17]([OH:19])[CH3:18].CN1CCOCC1, predict the reaction product. (4) Given the reactants C(N(C(C)C)CC)(C)C.CCCP1(OP(CCC)(=O)OP(CCC)(=O)O1)=O.[Cl:28][C:29]1[CH:34]=[CH:33][C:32]([C:35]2[N:36]=[C:37]3[CH:42]=[CH:41][C:40]([C:43]([O-])=[O:44])=[CH:39][N:38]3[C:46]=2[CH2:47][OH:48])=[CH:31][CH:30]=1.[Na+].[NH2:50][C@H:51]1[CH2:56][CH2:55][C@H:54]([OH:57])[CH2:53][CH2:52]1, predict the reaction product. The product is: [Cl:28][C:29]1[CH:30]=[CH:31][C:32]([C:35]2[N:36]=[C:37]3[CH:42]=[CH:41][C:40]([C:43]([NH:50][C@H:51]4[CH2:56][CH2:55][C@H:54]([OH:57])[CH2:53][CH2:52]4)=[O:44])=[CH:39][N:38]3[C:46]=2[CH2:47][OH:48])=[CH:33][CH:34]=1. (5) Given the reactants [N:1]1([C:6]([O:8][CH2:9][C@H:10]2[CH2:14][C@@H:13]([NH:15][S:16]([C:19]3[CH:24]=[C:23]([Br:25])[CH:22]=[CH:21][C:20]=3[Br:26])(=[O:18])=[O:17])[CH2:12][N:11]2[C:27]([O:29][C:30]([CH3:33])([CH3:32])[CH3:31])=[O:28])=[O:7])[CH:5]=CN=[CH:2]1.CNC, predict the reaction product. The product is: [Br:26][C:20]1[CH:21]=[CH:22][C:23]([Br:25])=[CH:24][C:19]=1[S:16]([NH:15][C@H:13]1[CH2:12][N:11]([C:27]([O:29][C:30]([CH3:32])([CH3:33])[CH3:31])=[O:28])[C@@H:10]([CH2:9][O:8][C:6]([N:1]([CH3:5])[CH3:2])=[O:7])[CH2:14]1)(=[O:18])=[O:17]. (6) Given the reactants [Br:1][C:2]1[N:11]=[C:10]2[C:5]([C:6](=O)[CH2:7][CH2:8][NH:9]2)=[CH:4][CH:3]=1.[CH:13](I)(I)[I:14], predict the reaction product. The product is: [Br:1][C:2]1[N:11]=[C:10]2[C:5]([C:6](=[CH:13][I:14])[CH2:7][CH2:8][NH:9]2)=[CH:4][CH:3]=1. (7) Given the reactants I[C:2]1[C:10]2[C:5](=[CH:6][C:7]([CH:11]=[O:12])=[CH:8][CH:9]=2)[N:4]([CH2:13][O:14][CH2:15][CH2:16][Si:17]([CH3:20])([CH3:19])[CH3:18])[N:3]=1.[CH:21]([C:23]1[CH:28]=[CH:27][N:26]=[CH:25][CH:24]=1)=[CH2:22].C(N(C(C)C)CC)(C)C.CC1C=CC=CC=1P(C1C=CC=CC=1C)C1C=CC=CC=1C, predict the reaction product. The product is: [N:26]1[CH:27]=[CH:28][C:23](/[CH:21]=[CH:22]/[C:2]2[C:10]3[C:5](=[CH:6][C:7]([CH:11]=[O:12])=[CH:8][CH:9]=3)[N:4]([CH2:13][O:14][CH2:15][CH2:16][Si:17]([CH3:20])([CH3:19])[CH3:18])[N:3]=2)=[CH:24][CH:25]=1.